This data is from Reaction yield outcomes from USPTO patents with 853,638 reactions. The task is: Predict the reaction yield, written as a fraction of the theoretical maximum amount of product (1.0 means a 100% yield; for example, 0.34 means a 34% yield). (1) The reactants are [CH3:1][O:2][C:3]1[CH:4]=[C:5]2[C:10](=[CH:11][C:12]=1[O:13][CH3:14])[N:9]=[CH:8][CH:7]=[C:6]2[O:15][C:16]1[CH:22]=[CH:21][C:19]([NH2:20])=[C:18]([CH3:23])[C:17]=1[CH3:24].C1(C)C=CC=CC=1.C(N(CC)CC)C.Cl[C:40](Cl)([O:42][C:43](=[O:49])OC(Cl)(Cl)Cl)Cl.[CH3:51][C:52]1[CH:57]=[CH:56][C:55]([S:58][CH2:59][CH2:60]CO)=[CH:54][CH:53]=1. The catalyst is C(Cl)Cl. The product is [CH3:1][O:2][C:3]1[CH:4]=[C:5]2[C:10](=[CH:11][C:12]=1[O:13][CH3:14])[N:9]=[CH:8][CH:7]=[C:6]2[O:15][C:16]1[CH:22]=[CH:21][C:19]([NH:20][C:43](=[O:49])[O:42][CH2:40][CH2:60][CH2:59][S:58][C:55]2[CH:56]=[CH:57][C:52]([CH3:51])=[CH:53][CH:54]=2)=[C:18]([CH3:23])[C:17]=1[CH3:24]. The yield is 0.620. (2) The reactants are CC(OC(OC(OC(C)(C)C)=O)=O)(C)C.C[N:17]([CH2:25][C@H:26]1[CH2:29][C@H:28]([O:30]C2C=CC(CN3CCCC3)=CC=2)[CH2:27]1)[C:18](=[O:24])[O:19][C:20]([CH3:23])([CH3:22])[CH3:21].NC[C@@H]1C[C@H](O)C1.CCN(CC)CC. The catalyst is C1COCC1. The yield is 0.770. The product is [OH:30][C@@H:28]1[CH2:29][C@H:26]([CH2:25][NH:17][C:18](=[O:24])[O:19][C:20]([CH3:22])([CH3:21])[CH3:23])[CH2:27]1. (3) The reactants are [C:1]([O:4][C:5]1[CH:13]=[CH:12][C:11]([NH2:14])=[CH:10][C:6]=1[C:7]([OH:9])=[O:8])(=[O:3])[CH3:2].[F:15][C:16]1[C:23]([F:24])=[C:22]([C:25]([F:28])([F:27])[F:26])[C:21]([F:29])=[C:20]([F:30])[C:17]=1[CH2:18]Br. The catalyst is [I-].C([N+](CCCC)(CCCC)CCCC)CCC.CN(C=O)C. The product is [C:1]([O:4][C:5]1[CH:13]=[CH:12][C:11]([NH:14][CH2:18][C:17]2[C:20]([F:30])=[C:21]([F:29])[C:22]([C:25]([F:26])([F:28])[F:27])=[C:23]([F:24])[C:16]=2[F:15])=[CH:10][C:6]=1[C:7]([OH:9])=[O:8])(=[O:3])[CH3:2]. The yield is 0.530. (4) The catalyst is C(#N)C.O.FC(F)(F)C(O)=O. The product is [NH2:1][C:2]1[N:23]=[CH:22][CH:21]=[CH:20][C:3]=1[C:4]([NH:6][CH2:7][C:8]1[S:9][C:10]([O:13][C:14]2[CH:19]=[CH:18][CH:17]=[CH:16][CH:15]=2)=[C:11]([Cl:29])[CH:12]=1)=[O:5]. The reactants are [NH2:1][C:2]1[N:23]=[CH:22][CH:21]=[CH:20][C:3]=1[C:4]([NH:6][CH2:7][C:8]1[S:9][C:10]([O:13][C:14]2[CH:19]=[CH:18][CH:17]=[CH:16][CH:15]=2)=[CH:11][CH:12]=1)=[O:5].CN(C)C=O.[Cl:29]N1C(=O)CCC1=O. The yield is 0.240. (5) The reactants are [CH3:1][O:2][C:3]1[CH:4]=[C:5]([C@@H:9]([NH2:11])[CH3:10])[CH:6]=[CH:7][CH:8]=1.[Cl:12][C:13]1[N:18]=[C:17](Cl)[C:16]([Cl:20])=[CH:15][N:14]=1.C(=O)([O-])[O-].[K+].[K+]. The catalyst is CN(C)C=O. The product is [Cl:12][C:13]1[N:18]=[C:17]([NH:11][C@H:9]([C:5]2[CH:6]=[CH:7][CH:8]=[C:3]([O:2][CH3:1])[CH:4]=2)[CH3:10])[C:16]([Cl:20])=[CH:15][N:14]=1. The yield is 0.960. (6) The reactants are [CH2:1]([C:3]1[CH:4]=[CH:5][CH:6]=[C:7]2[C:11]=1[NH:10][C:9]([C:12](OCC)=[O:13])=[C:8]2[CH3:17])[CH3:2].[H-].[H-].[H-].[H-].[Li+].[Al+3]. The catalyst is C1COCC1. The product is [CH2:1]([C:3]1[CH:4]=[CH:5][CH:6]=[C:7]2[C:11]=1[NH:10][C:9]([CH2:12][OH:13])=[C:8]2[CH3:17])[CH3:2]. The yield is 1.00.